From a dataset of Reaction yield outcomes from USPTO patents with 853,638 reactions. Predict the reaction yield, written as a fraction of the theoretical maximum amount of product (1.0 means a 100% yield; for example, 0.34 means a 34% yield). (1) The reactants are [N+:1]([C:4]1[CH:5]=[C:6]([CH:16]=[CH:17][CH:18]=1)[CH2:7][CH2:8][NH:9][C:10](=[O:15])[C:11]([F:14])([F:13])[F:12])([O-])=O. The catalyst is CO.[Pd]. The product is [NH2:1][C:4]1[CH:5]=[C:6]([CH:16]=[CH:17][CH:18]=1)[CH2:7][CH2:8][NH:9][C:10](=[O:15])[C:11]([F:12])([F:13])[F:14]. The yield is 0.980. (2) The reactants are CCOC(/N=N/C(OCC)=O)=O.[Cl:13][C:14]1[C:23]2[C:18](=[CH:19][C:20]([O:25][CH3:26])=[C:21]([OH:24])[CH:22]=2)[N:17]=[CH:16][N:15]=1.O[C@H:28]1[CH2:33][CH2:32][N:31]([C:34]([O:36][C:37]([CH3:40])([CH3:39])[CH3:38])=[O:35])[C@H:30]([C:41]([O:43][CH3:44])=[O:42])[CH2:29]1.C1(P(C2C=CC=CC=2)C2C=CC=CC=2)C=CC=CC=1. The catalyst is C(Cl)Cl. The product is [Cl:13][C:14]1[C:23]2[C:18](=[CH:19][C:20]([O:25][CH3:26])=[C:21]([O:24][C@@H:28]3[CH2:33][CH2:32][N:31]([C:34]([O:36][C:37]([CH3:38])([CH3:39])[CH3:40])=[O:35])[C@H:30]([C:41]([O:43][CH3:44])=[O:42])[CH2:29]3)[CH:22]=2)[N:17]=[CH:16][N:15]=1. The yield is 0.790. (3) The reactants are [CH3:1][O:2][P:3]([CH2:7][CH2:8][C@@H:9]1[C@@H:13]([O:14][CH3:15])[C@@H:12]([O:16][Si](C(C)(C)C)(C)C)[C@H:11]([N:24]2[CH:32]=[N:31][C:30]3[C:25]2=[N:26][CH:27]=[N:28][C:29]=3[NH:33][C:34](=[O:41])[C:35]2[CH:40]=[CH:39][CH:38]=[CH:37][CH:36]=2)[O:10]1)(=[O:6])[O:4][CH3:5].CCCC[N+](CCCC)(CCCC)CCCC.[F-]. The catalyst is C1COCC1. The product is [CH3:5][O:4][P:3]([CH2:7][CH2:8][C@@H:9]1[C@@H:13]([O:14][CH3:15])[C@@H:12]([OH:16])[C@H:11]([N:24]2[CH:32]=[N:31][C:30]3[C:25]2=[N:26][CH:27]=[N:28][C:29]=3[NH:33][C:34](=[O:41])[C:35]2[CH:36]=[CH:37][CH:38]=[CH:39][CH:40]=2)[O:10]1)(=[O:6])[O:2][CH3:1]. The yield is 0.460. (4) The reactants are [CH3:1][C:2]([CH3:29])([CH2:7][CH2:8][C:9]1[S:10][C:11]([C:14]2[CH:19]=[CH:18][C:17]([NH:20][C:21](N3CCCCC3)=[O:22])=[CH:16][CH:15]=2)=[CH:12][N:13]=1)[C:3]([O:5][CH3:6])=[O:4].Cl.[F:31][C:32]1([F:38])[CH2:37][CH2:36][NH:35][CH2:34][CH2:33]1. No catalyst specified. The product is [F:31][C:32]1([F:38])[CH2:37][CH2:36][N:35]([C:21]([NH:20][C:17]2[CH:16]=[CH:15][C:14]([C:11]3[S:10][C:9]([CH2:8][CH2:7][C:2]([CH3:29])([CH3:1])[C:3]([O:5][CH3:6])=[O:4])=[N:13][CH:12]=3)=[CH:19][CH:18]=2)=[O:22])[CH2:34][CH2:33]1. The yield is 0.520. (5) The reactants are N1C=CN=C1CN1C(=O)COC2N=C(C3C=CC(C4(N)CCC4)=CC=3)C(C3C=CC=CC=3)=CC1=2.C(OC(=O)[NH:41][C:42]1([C:46]2[CH:51]=[CH:50][C:49]([C:52]3[C:53]([C:69]4[CH:74]=[CH:73][CH:72]=[CH:71][CH:70]=4)=[CH:54][C:55]4[N:56]([CH2:66][CH2:67][F:68])[C:57](=[O:65])[N:58]([CH2:62][CH2:63][F:64])[CH2:59][C:60]=4[N:61]=3)=[CH:48][CH:47]=2)[CH2:45][CH2:44][CH2:43]1)(C)(C)C. No catalyst specified. The product is [NH2:41][C:42]1([C:46]2[CH:51]=[CH:50][C:49]([C:52]3[C:53]([C:69]4[CH:70]=[CH:71][CH:72]=[CH:73][CH:74]=4)=[CH:54][C:55]4[N:56]([CH2:66][CH2:67][F:68])[C:57](=[O:65])[N:58]([CH2:62][CH2:63][F:64])[CH2:59][C:60]=4[N:61]=3)=[CH:48][CH:47]=2)[CH2:43][CH2:44][CH2:45]1. The yield is 0.270. (6) The reactants are C([O:3][C:4](=[O:22])[CH2:5][CH2:6][C@@H:7]1[CH2:12][CH2:11][C:10]([F:14])([F:13])[CH2:9][N:8]1[C:15]([O:17][C:18]([CH3:21])([CH3:20])[CH3:19])=[O:16])C.O[Li].O. The catalyst is C(O)C. The product is [C:18]([O:17][C:15]([N:8]1[CH2:9][C:10]([F:13])([F:14])[CH2:11][CH2:12][C@H:7]1[CH2:6][CH2:5][C:4]([OH:22])=[O:3])=[O:16])([CH3:21])([CH3:19])[CH3:20]. The yield is 0.783. (7) The product is [Cl:1][C:2]1[N:7]=[C:6]([C:14]2[CH:15]=[CH:16][N:11]=[CH:12][CH:13]=2)[C:5]([O:9][CH3:10])=[CH:4][N:3]=1. The catalyst is Cl[Pd](Cl)([P](C1C=CC=CC=1)(C1C=CC=CC=1)C1C=CC=CC=1)[P](C1C=CC=CC=1)(C1C=CC=CC=1)C1C=CC=CC=1.O1CCOCC1. The yield is 0.493. The reactants are [Cl:1][C:2]1[N:7]=[C:6](Cl)[C:5]([O:9][CH3:10])=[CH:4][N:3]=1.[N:11]1[CH:16]=[CH:15][C:14](B(O)O)=[CH:13][CH:12]=1.[O-]P([O-])([O-])=O.[K+].[K+].[K+].O.O.